Dataset: Reaction yield outcomes from USPTO patents with 853,638 reactions. Task: Predict the reaction yield, written as a fraction of the theoretical maximum amount of product (1.0 means a 100% yield; for example, 0.34 means a 34% yield). (1) The reactants are [Cl:1][C:2]1[CH:3]=[C:4]([C@H:8]2[O:12][C:11](=[O:13])[N:10]([C@H:14]([CH3:28])[CH2:15][C:16]3[C:24]4[C:19](=[C:20](C(O)=O)[CH:21]=[CH:22][CH:23]=4)[NH:18][CH:17]=3)[CH2:9]2)[CH:5]=[CH:6][CH:7]=1.C1(P(N=[N+]=[N-])(C2C=CC=CC=2)=[O:36])C=CC=CC=1.C([N:48]([CH2:51]C)CC)C.[Cl-].[NH4+].[C:55]([OH:59])([CH3:58])([CH3:57])[CH3:56]. The catalyst is C1(C)C=CC=CC=1. The product is [Cl:1][C:2]1[CH:3]=[C:4]([C@H:8]2[O:12][C:11](=[O:13])[N:10]([C@H:14]([CH3:28])[CH2:15][C:16]3[C:24]4[C:19](=[C:20]([NH:48][C:51](=[O:36])[O:59][C:55]([CH3:58])([CH3:57])[CH3:56])[CH:21]=[CH:22][CH:23]=4)[NH:18][CH:17]=3)[CH2:9]2)[CH:5]=[CH:6][CH:7]=1. The yield is 0.720. (2) The yield is 0.940. No catalyst specified. The reactants are [Br:1][C:2]1[CH:3]=[C:4]([CH3:11])[C:5]([C:8]([OH:10])=[O:9])=[N:6][CH:7]=1.O=S(Cl)Cl.[CH3:16]O. The product is [Br:1][C:2]1[CH:3]=[C:4]([CH3:11])[C:5]([C:8]([O:10][CH3:16])=[O:9])=[N:6][CH:7]=1. (3) The reactants are [CH2:1]([N:3]([CH:29]1[CH2:34][CH2:33][O:32][CH2:31][CH2:30]1)[C:4]1[C:19]2[CH2:18][CH:17]=[CH:16][CH2:15][CH:14]([CH3:20])[C:13]3[CH:21]=[C:22]([CH3:27])[N:23]=[C:24]([O:25]C)[C:12]=3[CH2:11][NH:10][C:9](=[O:28])[C:8]=2[CH:7]=[CH:6][CH:5]=1)[CH3:2].Cl. The catalyst is O1CCOCC1.CO. The product is [CH2:1]([N:3]([CH:29]1[CH2:30][CH2:31][O:32][CH2:33][CH2:34]1)[C:4]1[C:19]2[CH2:18][CH:17]=[CH:16][CH2:15][CH:14]([CH3:20])[C:13]3[CH:21]=[C:22]([CH3:27])[NH:23][C:24](=[O:25])[C:12]=3[CH2:11][NH:10][C:9](=[O:28])[C:8]=2[CH:7]=[CH:6][CH:5]=1)[CH3:2]. The yield is 0.950. (4) The reactants are [C:1]([C:5]1[CH:10]=[CH:9][C:8]([NH:11][C:12](=[O:14])[CH3:13])=[CH:7][CH:6]=1)(=[O:4])[CH2:2][CH3:3].[N+:15]([O-])([OH:17])=[O:16].O. The catalyst is OS(O)(=O)=O. The product is [N+:15]([C:7]1[CH:6]=[C:5]([C:1](=[O:4])[CH2:2][CH3:3])[CH:10]=[CH:9][C:8]=1[NH:11][C:12](=[O:14])[CH3:13])([O-:17])=[O:16]. The yield is 0.500. (5) The reactants are [OH-].[Na+].[Br:3][C:4]1[CH:9]=[CH:8][C:7]([C@@H:10]2[CH2:12][C@H:11]2[C:13]([O:15]CC)=[O:14])=[CH:6][CH:5]=1. The catalyst is CO. The product is [Br:3][C:4]1[CH:5]=[CH:6][C:7]([C@@H:10]2[CH2:12][C@H:11]2[C:13]([OH:15])=[O:14])=[CH:8][CH:9]=1. The yield is 0.720. (6) The product is [ClH:27].[Cl:27][C:24]1[CH:25]=[CH:26][C:21]([O:20][C:17]2[CH:18]=[CH:19][C:14]([O:13][CH2:12][C@H:8]3[CH2:9][CH2:10][CH2:11][N:7]3[CH2:6][CH2:5][CH2:4][C:3]([OH:28])=[O:2])=[CH:15][CH:16]=2)=[CH:22][CH:23]=1. The reactants are C[O:2][C:3](=[O:28])[CH2:4][CH2:5][CH2:6][N:7]1[CH2:11][CH2:10][CH2:9][C@@H:8]1[CH2:12][O:13][C:14]1[CH:19]=[CH:18][C:17]([O:20][C:21]2[CH:26]=[CH:25][C:24]([Cl:27])=[CH:23][CH:22]=2)=[CH:16][CH:15]=1.Cl.O1CCOCC1. No catalyst specified. The yield is 0.260. (7) The reactants are [CH2:1]([O:8][C:9]1[CH:10]=[CH:11][C:12]2[CH2:13][C@H:14]3[N:26]([CH2:27][CH:28]4[CH2:30][CH2:29]4)[CH2:25][CH2:24][C@:20]45[C:21]=2[C:22]=1[O:23][C@H:19]4[C@@H:18]([N:31]1[CH2:35][CH2:34][CH2:33][C:32]1=[O:36])[CH2:17][CH2:16][C@@:15]35[OH:37])[C:2]1[CH:7]=[CH:6][CH:5]=[CH:4][CH:3]=1.I[CH2:39][CH2:40][CH2:41][CH3:42]. No catalyst specified. The product is [CH2:1]([O:8][C:9]1[CH:10]=[CH:11][C:12]2[CH2:13][C@H:14]3[N:26]([CH2:27][CH:28]4[CH2:29][CH2:30]4)[CH2:25][CH2:24][C@:20]45[C:21]=2[C:22]=1[O:23][C@H:19]4[C@@H:18]([N:31]1[CH2:35][CH2:34][CH:33]([CH2:39][CH2:40][CH2:41][CH3:42])[C:32]1=[O:36])[CH2:17][CH2:16][C@@:15]35[OH:37])[C:2]1[CH:3]=[CH:4][CH:5]=[CH:6][CH:7]=1. The yield is 0.620.